This data is from Peptide-MHC class I binding affinity with 185,985 pairs from IEDB/IMGT. The task is: Regression. Given a peptide amino acid sequence and an MHC pseudo amino acid sequence, predict their binding affinity value. This is MHC class I binding data. (1) The peptide sequence is DEISLLLAS. The MHC is HLA-A02:16 with pseudo-sequence HLA-A02:16. The binding affinity (normalized) is 0.0847. (2) The peptide sequence is DCKTILKAL. The MHC is HLA-B54:01 with pseudo-sequence HLA-B54:01. The binding affinity (normalized) is 0.